From a dataset of Forward reaction prediction with 1.9M reactions from USPTO patents (1976-2016). Predict the product of the given reaction. (1) Given the reactants [F:1][C:2]1[CH:35]=[C:34]([NH:36][S:37]([C:40]2[CH:45]=[CH:44][N+:43]([O-:46])=[CH:42][CH:41]=2)(=[O:39])=[O:38])[CH:33]=[CH:32][C:3]=1[C:4]([NH:6][C@@H:7]([CH2:11][C:12]1[CH:17]=[CH:16][C:15]([N:18]2[C:23](=[O:24])[C:22]3[CH:25]=[CH:26][N+:27]([O-:29])=[CH:28][C:21]=3[N:20]([CH3:30])[C:19]2=[O:31])=[CH:14][CH:13]=1)[C:8]([OH:10])=[O:9])=[O:5].Cl.O1CCOCC1.[CH:54](O)([CH3:56])[CH3:55], predict the reaction product. The product is: [F:1][C:2]1[CH:35]=[C:34]([NH:36][S:37]([C:40]2[CH:41]=[CH:42][N+:43]([O-:46])=[CH:44][CH:45]=2)(=[O:38])=[O:39])[CH:33]=[CH:32][C:3]=1[C:4]([NH:6][C@@H:7]([CH2:11][C:12]1[CH:17]=[CH:16][C:15]([N:18]2[C:23](=[O:24])[C:22]3[CH:25]=[CH:26][N+:27]([O-:29])=[CH:28][C:21]=3[N:20]([CH3:30])[C:19]2=[O:31])=[CH:14][CH:13]=1)[C:8]([O:10][CH:54]([CH3:56])[CH3:55])=[O:9])=[O:5]. (2) Given the reactants [Cl:1][C:2]1[CH:7]=[CH:6][C:5]([CH2:8][S:9]([NH:12][C:13]([CH3:18])([CH3:17])[C:14](=O)[CH3:15])(=[O:11])=[O:10])=[CH:4][CH:3]=1.[H-].[Na+], predict the reaction product. The product is: [Cl:1][C:2]1[CH:3]=[CH:4][C:5]([CH2:8][S:9]([NH:12][C:13]([CH3:18])([CH3:17])[C:14]#[CH:15])(=[O:11])=[O:10])=[CH:6][CH:7]=1.